From a dataset of Reaction yield outcomes from USPTO patents with 853,638 reactions. Predict the reaction yield, written as a fraction of the theoretical maximum amount of product (1.0 means a 100% yield; for example, 0.34 means a 34% yield). The reactants are B(F)(F)F.CCOCC.C[Si](C)(C)[O:12][C:13]1[CH2:14][CH2:15][N:16]([C:19]([O:21][C:22]([CH3:25])([CH3:24])[CH3:23])=[O:20])[CH2:17][CH:18]=1.CO[CH:30]1[O:34][CH2:33][CH2:32][O:31]1. The catalyst is C(Cl)Cl. The product is [O:31]1[CH2:32][CH2:33][O:34][CH:30]1[CH:14]1[C:13](=[O:12])[CH2:18][CH2:17][N:16]([C:19]([O:21][C:22]([CH3:25])([CH3:24])[CH3:23])=[O:20])[CH2:15]1. The yield is 0.790.